From a dataset of Reaction yield outcomes from USPTO patents with 853,638 reactions. Predict the reaction yield, written as a fraction of the theoretical maximum amount of product (1.0 means a 100% yield; for example, 0.34 means a 34% yield). (1) The reactants are [CH2:1]([N:5]1[C:10](=[O:11])[C:9]([CH2:12]OS(C)(=O)=O)=[CH:8][C:7]([C:18]2[CH:23]=[CH:22][C:21]([CH3:24])=[CH:20][CH:19]=2)=[N:6]1)[CH:2]([CH3:4])[CH3:3].[CH2:25]([NH:27][CH2:28][CH3:29])[CH3:26]. No catalyst specified. The product is [CH2:25]([N:27]([CH2:12][C:9]1[C:10](=[O:11])[N:5]([CH2:1][CH:2]([CH3:4])[CH3:3])[N:6]=[C:7]([C:18]2[CH:23]=[CH:22][C:21]([CH3:24])=[CH:20][CH:19]=2)[CH:8]=1)[CH2:28][CH3:29])[CH3:26]. The yield is 0.950. (2) The reactants are C(OC([N:8]1[CH2:13][CH2:12][CH2:11][C@H:10]([N:14]2[C:23]3[C:18](=[CH:19][C:20]([C:24]4[CH:25]=[N:26][C:27]([NH:39][C:40]([NH:42][CH2:43][CH3:44])=[O:41])=[CH:28][C:29]=4[C:30]4[S:31][CH:32]=[C:33]([C:35]([F:38])([F:37])[F:36])[N:34]=4)=[CH:21][CH:22]=3)[C:17](=[O:45])[C:16]([C:46]([O:48][CH2:49][CH3:50])=[O:47])=[CH:15]2)[CH2:9]1)=O)(C)(C)C.Cl.O1CCOCC1.C([O-])(O)=O.[Na+]. The catalyst is ClCCl.CO.O. The product is [CH2:43]([NH:42][C:40](=[O:41])[NH:39][C:27]1[N:26]=[CH:25][C:24]([C:20]2[CH:19]=[C:18]3[C:23](=[CH:22][CH:21]=2)[N:14]([C@H:10]2[CH2:11][CH2:12][CH2:13][NH:8][CH2:9]2)[CH:15]=[C:16]([C:46]([O:48][CH2:49][CH3:50])=[O:47])[C:17]3=[O:45])=[C:29]([C:30]2[S:31][CH:32]=[C:33]([C:35]([F:38])([F:37])[F:36])[N:34]=2)[CH:28]=1)[CH3:44]. The yield is 0.721. (3) The reactants are [C@@H:1]1([N:10]2[CH:17]=[CH:16][C:14]([NH2:15])=[N:13][C:11]2=[O:12])[O:9][C@H:6]([CH2:7][OH:8])[C@@H:4]([OH:5])[C@H:2]1[OH:3].[C:18]1([CH2:34]Cl)[C:31]2[C:32]3=[C:33]4[C:28](=[CH:29][CH:30]=2)[CH:27]=[CH:26][CH:25]=[C:24]4[CH:23]=[CH:22][C:21]3=[CH:20][CH:19]=1.[H-].[Na+]. The catalyst is CS(C)=O. The product is [C:18]1([CH2:34][O:3][C@@H:2]2[C@H:4]([OH:5])[C@@H:6]([CH2:7][OH:8])[O:9][C@H:1]2[N:10]2[CH:17]=[CH:16][C:14]([NH2:15])=[N:13][C:11]2=[O:12])[C:31]2[C:32]3=[C:33]4[C:28](=[CH:29][CH:30]=2)[CH:27]=[CH:26][CH:25]=[C:24]4[CH:23]=[CH:22][C:21]3=[CH:20][CH:19]=1. The yield is 0.190.